From a dataset of Full USPTO retrosynthesis dataset with 1.9M reactions from patents (1976-2016). Predict the reactants needed to synthesize the given product. Given the product [OH:9][C:10]1[CH:17]=[CH:16][C:15]([I:25])=[CH:14][C:11]=1[C:12]#[N:13], predict the reactants needed to synthesize it. The reactants are: C(S(O)(=O)=O)(F)(F)F.[OH:9][C:10]1[CH:17]=[CH:16][CH:15]=[CH:14][C:11]=1[C:12]#[N:13].C1C(=O)N([I:25])C(=O)C1.